This data is from Catalyst prediction with 721,799 reactions and 888 catalyst types from USPTO. The task is: Predict which catalyst facilitates the given reaction. (1) Reactant: [CH3:1][O:2][C:3]1[CH:4]=[C:5]([N:18]2[CH:22]=[C:21]([CH2:23][OH:24])[CH:20]=[N:19]2)[CH:6]=[CH:7][C:8]=1B1OC(C)(C)C(C)(C)O1.Cl[C:26]1[N:31]=[N:30][C:29]([N:32]([CH3:43])[CH:33]2[CH2:38][C:37]([CH3:40])([CH3:39])[NH:36][C:35]([CH3:42])([CH3:41])[CH2:34]2)=[CH:28][CH:27]=1.P([O-])([O-])([O-])=O.[K+].[K+].[K+].COC1C=CC=C(OC)C=1C1C=CC=CC=1P(C1CCCCC1)C1CCCCC1. The catalyst class is: 552. Product: [CH3:1][O:2][C:3]1[CH:4]=[C:5]([N:18]2[CH:22]=[C:21]([CH2:23][OH:24])[CH:20]=[N:19]2)[CH:6]=[CH:7][C:8]=1[C:26]1[N:31]=[N:30][C:29]([N:32]([CH3:43])[CH:33]2[CH2:38][C:37]([CH3:39])([CH3:40])[NH:36][C:35]([CH3:42])([CH3:41])[CH2:34]2)=[CH:28][CH:27]=1. (2) Reactant: [CH3:1][O:2][C:3]([C:5]1[CH:6]=[C:7]2[CH:13]=[CH:12][N:11]([Si](C(C)C)(C(C)C)C(C)C)[C:8]2=[N:9][CH:10]=1)=[O:4].[F-].C([N+](CCCC)(CCCC)CCCC)CCC. Product: [CH3:1][O:2][C:3]([C:5]1[CH:6]=[C:7]2[CH:13]=[CH:12][NH:11][C:8]2=[N:9][CH:10]=1)=[O:4]. The catalyst class is: 7. (3) Reactant: [C:1]1([C:7]2[O:11][N:10]=[CH:9][C:8]=2[CH2:12][CH2:13][C:14]([OH:16])=O)[CH:6]=[CH:5][CH:4]=[CH:3][CH:2]=1.C([N:19](CC)CC)C.C(Cl)(=O)OCC.N. Product: [C:1]1([C:7]2[O:11][N:10]=[CH:9][C:8]=2[CH2:12][CH2:13][C:14]([NH2:19])=[O:16])[CH:6]=[CH:5][CH:4]=[CH:3][CH:2]=1. The catalyst class is: 132. (4) Reactant: Cl.[NH2:2][C@H:3]([C:12]([O:14][CH3:15])=[O:13])[CH2:4][C:5]([O:7][C:8]([CH3:11])([CH3:10])[CH3:9])=[O:6].C(=O)([O-])[O-].[K+].[K+].Br[CH2:23][C:24]([O:26][CH2:27][C:28]1[CH:33]=[CH:32][CH:31]=[CH:30][CH:29]=1)=[O:25]. Product: [CH2:27]([O:26][C:24](=[O:25])[CH2:23][NH:2][C@H:3]([C:12]([O:14][CH3:15])=[O:13])[CH2:4][C:5]([O:7][C:8]([CH3:10])([CH3:11])[CH3:9])=[O:6])[C:28]1[CH:33]=[CH:32][CH:31]=[CH:30][CH:29]=1. The catalyst class is: 10. (5) Reactant: I[C:2]1[C:7]2[N:8]=[C:9]([S:12][CH3:13])[N:10]=[CH:11][C:6]=2[C:5](=[O:14])[NH:4][CH:3]=1.C([N:22]1[C:30]2[C:25](=[CH:26][CH:27]=[C:28]([C:31]#[N:32])[CH:29]=2)[C:24](B(O)O)=[CH:23]1)(OC(C)(C)C)=O.O.O.O.P([O-])([O-])([O-])=O.[K+].[K+].[K+]. Product: [CH3:13][S:12][C:9]1[N:10]=[CH:11][C:6]2[C:5](=[O:14])[NH:4][CH:3]=[C:2]([C:24]3[C:25]4[C:30](=[CH:29][C:28]([C:31]#[N:32])=[CH:27][CH:26]=4)[NH:22][CH:23]=3)[C:7]=2[N:8]=1. The catalyst class is: 30. (6) Reactant: [C:1]1([CH:7]2[CH2:16][CH2:15][C:14]3[C:9](=[CH:10][CH:11]=[C:12]([O:17][CH:18]4[CH2:23][CH2:22][C:21](=[O:24])[CH2:20][CH2:19]4)[CH:13]=3)[O:8]2)[CH:6]=[CH:5][CH:4]=[CH:3][CH:2]=1.[BH4-].[Na+]. Product: [C:1]1([CH:7]2[CH2:16][CH2:15][C:14]3[C:9](=[CH:10][CH:11]=[C:12]([O:17][CH:18]4[CH2:23][CH2:22][CH:21]([OH:24])[CH2:20][CH2:19]4)[CH:13]=3)[O:8]2)[CH:2]=[CH:3][CH:4]=[CH:5][CH:6]=1. The catalyst class is: 8. (7) Reactant: C([O:4][CH2:5][C:6]1[C:7]([N:32]2[N:41]=[CH:40][C:39]3[C:34](=[C:35]([F:46])[CH:36]=[C:37]([C:42]([CH3:45])([CH3:44])[CH3:43])[CH:38]=3)[C:33]2=[O:47])=[N:8][CH:9]=[CH:10][C:11]=1[C:12]1[CH:17]=[C:16]([NH:18][C:19]2[CH:29]=[C:22]3[CH2:23][O:24][C:25]([CH3:28])([CH3:27])[CH2:26][N:21]3[N:20]=2)[C:15](=[O:30])[N:14]([CH3:31])[CH:13]=1)(=O)C.[OH-].[Li+]. Product: [C:42]([C:37]1[CH:38]=[C:39]2[C:34](=[C:35]([F:46])[CH:36]=1)[C:33](=[O:47])[N:32]([C:7]1[C:6]([CH2:5][OH:4])=[C:11]([C:12]3[CH:17]=[C:16]([NH:18][C:19]4[CH:29]=[C:22]5[CH2:23][O:24][C:25]([CH3:28])([CH3:27])[CH2:26][N:21]5[N:20]=4)[C:15](=[O:30])[N:14]([CH3:31])[CH:13]=3)[CH:10]=[CH:9][N:8]=1)[N:41]=[CH:40]2)([CH3:45])([CH3:43])[CH3:44]. The catalyst class is: 854. (8) Reactant: [NH2:1][C:2]1[N:7]=[C:6]2[CH2:8][CH2:9][CH:10]([C:11]([O:13][CH3:14])=[O:12])[C:5]2=[CH:4][CH:3]=1.[N-:15]=[N+:16]=[N-:17].[Na+].[CH:19](OCC)(OCC)OCC. Product: [N:1]1([C:2]2[N:7]=[C:6]3[CH2:8][CH2:9][CH:10]([C:11]([O:13][CH3:14])=[O:12])[C:5]3=[CH:4][CH:3]=2)[CH:19]=[N:17][N:16]=[N:15]1. The catalyst class is: 52.